From a dataset of Catalyst prediction with 721,799 reactions and 888 catalyst types from USPTO. Predict which catalyst facilitates the given reaction. (1) Reactant: Cl[CH2:2][CH2:3][CH2:4][N:5]1[CH:9]=[C:8]([I:10])[N:7]=[CH:6]1.[NH:11]1[CH2:15][CH2:14][CH2:13][CH2:12]1. Product: [I:10][C:8]1[N:7]=[CH:6][N:5]([CH2:4][CH2:3][CH2:2][N:11]2[CH2:15][CH2:14][CH2:13][CH2:12]2)[CH:9]=1. The catalyst class is: 58. (2) The catalyst class is: 663. Product: [Cl:22][C:3]1[C:2]([Cl:1])=[CH:7][CH:6]=[C:5]([F:8])[C:4]=1[CH:9]([O:11][C:12]1[CH:17]=[CH:16][C:15]([NH2:18])=[CH:14][C:13]=1[F:21])[CH3:10]. Reactant: [Cl:1][C:2]1[CH:7]=[CH:6][C:5]([F:8])=[C:4]([CH:9]([O:11][C:12]2[CH:17]=[CH:16][C:15]([N+:18]([O-])=O)=[CH:14][C:13]=2[F:21])[CH3:10])[C:3]=1[Cl:22].